Predict the reactants needed to synthesize the given product. From a dataset of Full USPTO retrosynthesis dataset with 1.9M reactions from patents (1976-2016). (1) Given the product [CH3:21][CH:22]([NH:27][C:15]([CH2:14][O:13][C:10]1[CH:9]=[CH:8][C:7]([CH2:6][C@H:5]([O:18][CH3:19])[C:4]([OH:3])=[O:20])=[CH:12][CH:11]=1)=[O:17])[CH2:23][CH:24]([CH3:26])[CH3:25], predict the reactants needed to synthesize it. The reactants are: C([O:3][C:4](=[O:20])[C@@H:5]([O:18][CH3:19])[CH2:6][C:7]1[CH:12]=[CH:11][C:10]([O:13][CH2:14][C:15]([OH:17])=O)=[CH:9][CH:8]=1)C.[CH3:21][CH:22]([NH2:27])[CH2:23][CH:24]([CH3:26])[CH3:25].C(O[C@@H](CC1C=CC(O[C@@H](C(=O)NCCC2C=CC(OC3C=CC=CC=3)=CC=2)C)=CC=1)C(O)=O)C. (2) The reactants are: [CH3:1][C:2]1([CH3:15])[CH2:11][CH2:10][C:9]([CH3:13])([CH3:12])[C:8]2[CH:7]=[C:6](Br)[CH:5]=[CH:4][C:3]1=2.[BH:16]([OH:18])[OH:17]. Given the product [CH3:1][C:2]1([CH3:15])[CH2:11][CH2:10][C:9]([CH3:13])([CH3:12])[C:8]2[CH:7]=[C:6]([B:16]([OH:18])[OH:17])[CH:5]=[CH:4][C:3]1=2, predict the reactants needed to synthesize it.